From a dataset of Reaction yield outcomes from USPTO patents with 853,638 reactions. Predict the reaction yield, written as a fraction of the theoretical maximum amount of product (1.0 means a 100% yield; for example, 0.34 means a 34% yield). (1) The reactants are C[O:2][C:3]([C:5]1[CH:10]=[CH:9][C:8](=[O:11])[NH:7][C:6]=1[NH:12][C:13]1[CH:18]=[CH:17][C:16]([Br:19])=[CH:15][C:14]=1[F:20])=[O:4].COC(=O)C1C=CC(OC)=NC=1NC1C=CC(Br)=CC=1F.C(O)(=O)C.Br. The catalyst is CCOC(C)=O. The product is [Br:19][C:16]1[CH:17]=[CH:18][C:13]([NH:12][C:6]2[NH:7][C:8](=[O:11])[CH:9]=[CH:10][C:5]=2[C:3]([OH:4])=[O:2])=[C:14]([F:20])[CH:15]=1. The yield is 0.790. (2) The reactants are [N:1]1([C:7]2[CH:12]=[CH:11][C:10]([S:13]([NH:16][C:17]3[S:21][N:20]=[CH:19][N:18]=3)(=[O:15])=[O:14])=[CH:9][CH:8]=2)[CH2:6][CH2:5][NH:4][CH2:3][CH2:2]1.[F:22][C:23]1[CH:31]=[CH:30][CH:29]=[C:28]2[C:24]=1[CH:25]=[CH:26][N:27]2[C@H:32]([CH3:36])[C:33](O)=[O:34].CN(C(ON1N=NC2C=CC=NC1=2)=[N+](C)C)C.F[P-](F)(F)(F)(F)F.C(N(CC)C(C)C)(C)C. The catalyst is C(Cl)Cl.CN(C=O)C. The product is [F:22][C:23]1[CH:31]=[CH:30][CH:29]=[C:28]2[C:24]=1[CH:25]=[CH:26][N:27]2[C@H:32]([CH3:36])[C:33]([N:4]1[CH2:5][CH2:6][N:1]([C:7]2[CH:8]=[CH:9][C:10]([S:13]([NH:16][C:17]3[S:21][N:20]=[CH:19][N:18]=3)(=[O:15])=[O:14])=[CH:11][CH:12]=2)[CH2:2][CH2:3]1)=[O:34]. The yield is 0.630.